This data is from Full USPTO retrosynthesis dataset with 1.9M reactions from patents (1976-2016). The task is: Predict the reactants needed to synthesize the given product. (1) Given the product [F:1][C:2]1[CH:7]=[CH:6][C:5]([CH2:8][C:9]2[NH:10][C:11]([C:24]3[CH:29]=[CH:28][CH:27]=[C:26]([CH3:30])[N:25]=3)=[C:12]([C:14]3[CH:15]=[C:16]4[C:21](=[CH:22][CH:23]=3)[N:20]=[CH:19][CH:18]=[CH:17]4)[N:13]=2)=[CH:4][C:3]=1[O:31][CH2:34][C:35]([O:37][CH3:38])=[O:36], predict the reactants needed to synthesize it. The reactants are: [F:1][C:2]1[CH:7]=[CH:6][C:5]([CH2:8][C:9]2[NH:10][C:11]([C:24]3[CH:29]=[CH:28][CH:27]=[C:26]([CH3:30])[N:25]=3)=[C:12]([C:14]3[CH:15]=[C:16]4[C:21](=[CH:22][CH:23]=3)[N:20]=[CH:19][CH:18]=[CH:17]4)[N:13]=2)=[CH:4][C:3]=1[OH:31].ClC[CH2:34][C:35]([O:37][CH3:38])=[O:36].C([O-])([O-])=O.[K+].[K+]. (2) Given the product [CH:11]1([NH:14][C:8]([C:6]2[CH:5]=[CH:4][CH:3]=[C:2]([Br:1])[N:7]=2)=[O:10])[CH2:13][CH2:12]1, predict the reactants needed to synthesize it. The reactants are: [Br:1][C:2]1[N:7]=[C:6]([C:8]([OH:10])=O)[CH:5]=[CH:4][CH:3]=1.[CH:11]1([NH2:14])[CH2:13][CH2:12]1.